Predict the reaction yield, written as a fraction of the theoretical maximum amount of product (1.0 means a 100% yield; for example, 0.34 means a 34% yield). From a dataset of Reaction yield outcomes from USPTO patents with 853,638 reactions. (1) The reactants are [Cl-].[CH3:2][P+](C1C=CC=CC=1)(C1C=CC=CC=1)C1C=CC=CC=1.[Li]CCCC.[O:27]=[C:28]1[N:36]([CH2:37][CH2:38][CH3:39])[C:35]2[NH:34][C:33]([C:40]34[CH2:47][CH2:46][C:43]([CH:48]=O)([CH2:44][CH2:45]3)[CH2:42][CH2:41]4)=[N:32][C:31]=2[C:30](=[O:50])[N:29]1[CH2:51][CH2:52][CH3:53]. The catalyst is C1COCC1. The product is [CH2:51]([N:29]1[C:30](=[O:50])[C:31]2[N:32]=[C:33]([C:40]34[CH2:47][CH2:46][C:43]([CH:48]=[CH2:2])([CH2:44][CH2:45]3)[CH2:42][CH2:41]4)[NH:34][C:35]=2[N:36]([CH2:37][CH2:38][CH3:39])[C:28]1=[O:27])[CH2:52][CH3:53]. The yield is 0.380. (2) The reactants are C1(C(NC(C)C)C(C2C=CC=CC=2F)CCN2CCN(C3C=CC=CC=3OC)CC2)CCCCC1.[O:36]=[C:37]([C:48]#[C:49][CH3:50])[CH:38]([C:42]1[CH:47]=[CH:46][CH:45]=[CH:44][CH:43]=1)[CH2:39][CH:40]=O.[O:51]1[C:56]2[CH:57]=[CH:58][CH:59]=[C:60]([N:61]3[CH2:66][CH2:65][NH:64][CH2:63][CH2:62]3)[C:55]=2[O:54][CH2:53][CH2:52]1. No catalyst specified. The product is [O:51]1[C:56]2[CH:57]=[CH:58][CH:59]=[C:60]([N:61]3[CH2:66][CH2:65][N:64]([CH2:40][CH2:39][CH:38]([C:42]4[CH:47]=[CH:46][CH:45]=[CH:44][CH:43]=4)[C:37](=[O:36])[C:48]#[C:49][CH3:50])[CH2:63][CH2:62]3)[C:55]=2[O:54][CH2:53][CH2:52]1. The yield is 0.396.